This data is from Full USPTO retrosynthesis dataset with 1.9M reactions from patents (1976-2016). The task is: Predict the reactants needed to synthesize the given product. (1) Given the product [F:18][C:15]([F:16])([F:17])[C:14]1[C:9]([NH2:8])=[N:10][CH:11]=[CH:12][CH:13]=1, predict the reactants needed to synthesize it. The reactants are: COC1C=CC(C[NH:8][C:9]2[C:14]([C:15]([F:18])([F:17])[F:16])=[CH:13][CH:12]=[CH:11][N:10]=2)=CC=1.[OH-].[Na+]. (2) The reactants are: BrC1C=NC=CC=1CCCCCC.[Br:14][C:15]1[CH:16]=[N:17][CH:18]=[CH:19][C:20]=1[CH:21]=[C:22]([CH3:24])[CH3:23]. Given the product [Br:14][C:15]1[CH:16]=[N:17][CH:18]=[CH:19][C:20]=1[CH2:21][CH:22]([CH3:24])[CH3:23], predict the reactants needed to synthesize it. (3) Given the product [F:13][C:3]1[C:4]([O:11][CH3:12])=[C:5]([N+:8]([O-:10])=[O:9])[CH:6]=[CH:7][C:2]=1[N:17]1[CH2:18][CH2:19][N:14]([C:20](=[O:22])[CH3:21])[CH2:15][CH2:16]1, predict the reactants needed to synthesize it. The reactants are: F[C:2]1[CH:7]=[CH:6][C:5]([N+:8]([O-:10])=[O:9])=[C:4]([O:11][CH3:12])[C:3]=1[F:13].[N:14]1([C:20](=[O:22])[CH3:21])[CH2:19][CH2:18][NH:17][CH2:16][CH2:15]1.C(=O)([O-])[O-].[Cs+].[Cs+]. (4) Given the product [CH3:16][N:2]([CH3:1])[C:3]1[CH:12]=[C:11]([CH2:13][CH3:14])[CH:10]=[CH:9][C:4]=1[C:5]([O:7][CH3:8])=[O:6], predict the reactants needed to synthesize it. The reactants are: [CH3:1][N:2]([CH3:16])[C:3]1[CH:12]=[C:11]([CH:13](O)[CH3:14])[CH:10]=[CH:9][C:4]=1[C:5]([O:7][CH3:8])=[O:6].Cl. (5) The reactants are: [Cl:1][C:2]1[CH:7]=[C:6]([N:8]=[C:9]=[S:10])[CH:5]=[C:4]([C:11]([F:14])([F:13])[F:12])[C:3]=1[C:15]1[CH:20]=[CH:19][C:18]([S:21]([NH:24][CH2:25][C@@H:26]2[CH2:30][CH2:29][CH2:28][N:27]2[C:31]([O:33][C:34]([CH3:37])([CH3:36])[CH3:35])=[O:32])(=[O:23])=[O:22])=[CH:17][CH:16]=1.[N:38]#[C:39][NH2:40].[Na].[CH3:42]O.CI. Given the product [Cl:1][C:2]1[CH:7]=[C:6]([N:8]([NH:38][C:39]#[N:40])[CH2:9][S:10][CH3:42])[CH:5]=[C:4]([C:11]([F:12])([F:13])[F:14])[C:3]=1[C:15]1[CH:16]=[CH:17][C:18]([S:21]([NH:24][CH2:25][C@@H:26]2[CH2:30][CH2:29][CH2:28][N:27]2[C:31]([O:33][C:34]([CH3:37])([CH3:36])[CH3:35])=[O:32])(=[O:23])=[O:22])=[CH:19][CH:20]=1, predict the reactants needed to synthesize it. (6) Given the product [CH3:3][C@H:4]1[CH2:9][C@@H:8]([O:10][CH2:15][C:16]([OH:18])=[O:17])[C@H:7]([C:11]([CH3:13])=[CH2:12])[CH2:6][CH2:5]1, predict the reactants needed to synthesize it. The reactants are: [H-].[Na+].[CH3:3][C@H:4]1[CH2:9][C@@H:8]([OH:10])[C@H:7]([C:11]([CH3:13])=[CH2:12])[CH2:6][CH2:5]1.Cl[CH2:15][C:16]([OH:18])=[O:17]. (7) Given the product [Cl:1][C:2]1[CH:7]=[CH:6][C:5]([C:26]2[CH:31]=[CH:30][CH:29]=[C:28]([OH:32])[CH:27]=2)=[CH:4][C:3]=1[C:11]([NH:13][CH2:14][C:15]12[CH2:24][CH:19]3[CH2:20][CH:21]([CH2:23][CH:17]([CH2:18]3)[CH2:16]1)[CH2:22]2)=[O:12], predict the reactants needed to synthesize it. The reactants are: [Cl:1][C:2]1[CH:7]=[CH:6][C:5](B(O)O)=[CH:4][C:3]=1[C:11]([NH:13][CH2:14][C:15]12[CH2:24][CH:19]3[CH2:20][CH:21]([CH2:23][CH:17]([CH2:18]3)[CH2:16]1)[CH2:22]2)=[O:12].Br[C:26]1[CH:27]=[C:28]([OH:32])[CH:29]=[CH:30][CH:31]=1.C(=O)([O-])[O-].[K+].[K+].O1CCCC1. (8) Given the product [CH3:32][N:33]1[CH:37]=[CH:36][C:35]([CH2:38][N:25]2[CH2:26][CH2:27][N:22]([C:20](=[O:21])/[CH:19]=[CH:18]/[C:9]3[CH:10]=[CH:11][C:12]([C:14]([F:17])([F:16])[F:15])=[CH:13][C:8]=3[CH2:7][N:5]3[N:4]=[N:3][C:2]([CH3:1])=[N:6]3)[CH2:23][CH2:24]2)=[N:34]1, predict the reactants needed to synthesize it. The reactants are: [CH3:1][C:2]1[N:3]=[N:4][N:5]([CH2:7][C:8]2[CH:13]=[C:12]([C:14]([F:17])([F:16])[F:15])[CH:11]=[CH:10][C:9]=2/[CH:18]=[CH:19]/[C:20]([N:22]2[CH2:27][CH2:26][NH:25][CH2:24][CH2:23]2)=[O:21])[N:6]=1.C(O)(=O)C.[CH3:32][N:33]1[CH:37]=[CH:36][C:35]([CH:38]=O)=[N:34]1.B.N1C=CC=CC=1C. (9) Given the product [Cl:1][C:2]1[CH:3]=[CH:4][C:5]2[C:11]3[N:12]=[C:13]([NH:16][C:17]4[CH:22]=[CH:21][C:20]([C:28]#[C:27][CH2:26][OH:29])=[CH:19][CH:18]=4)[N:14]=[CH:15][C:10]=3[CH2:9][C:8](=[O:24])[NH:7][C:6]=2[CH:25]=1, predict the reactants needed to synthesize it. The reactants are: [Cl:1][C:2]1[CH:3]=[CH:4][C:5]2[C:11]3[N:12]=[C:13]([NH:16][C:17]4[CH:22]=[CH:21][C:20](I)=[CH:19][CH:18]=4)[N:14]=[CH:15][C:10]=3[CH2:9][C:8](=[O:24])[NH:7][C:6]=2[CH:25]=1.[CH2:26]([OH:29])[C:27]#[CH:28].